Predict the reactants needed to synthesize the given product. From a dataset of Full USPTO retrosynthesis dataset with 1.9M reactions from patents (1976-2016). Given the product [OH:1][CH:2]1[CH2:7][CH2:6][NH:5][CH2:4][CH:3]1[CH2:15][NH:16][C:17](=[O:23])[O:18][C:19]([CH3:21])([CH3:20])[CH3:22], predict the reactants needed to synthesize it. The reactants are: [OH:1][CH:2]1[CH2:7][CH2:6][N:5](CC2C=CC=CC=2)[CH2:4][CH:3]1[CH2:15][NH:16][C:17](=[O:23])[O:18][C:19]([CH3:22])([CH3:21])[CH3:20].